This data is from Reaction yield outcomes from USPTO patents with 853,638 reactions. The task is: Predict the reaction yield, written as a fraction of the theoretical maximum amount of product (1.0 means a 100% yield; for example, 0.34 means a 34% yield). (1) The reactants are [F:1][C:2]([F:13])([F:12])[C:3]1[CH:11]=[CH:10][CH:9]=[CH:8][C:4]=1[C:5]([NH2:7])=[NH:6].[O-]CC.[Na+].C[O:19][C:20](=O)[CH2:21][C:22](=O)[C:23]([CH3:26])([CH3:25])[CH3:24]. The catalyst is C(O)C. The product is [C:23]([C:22]1[N:7]=[C:5]([C:4]2[CH:8]=[CH:9][CH:10]=[CH:11][C:3]=2[C:2]([F:12])([F:13])[F:1])[NH:6][C:20](=[O:19])[CH:21]=1)([CH3:26])([CH3:25])[CH3:24]. The yield is 0.320. (2) The reactants are [Cl:1][C:2]1[CH:3]=[C:4]([C:8]2[NH:13][C:12](=O)[CH:11]=[C:10]([C:15]([F:18])([F:17])[F:16])[N:9]=2)[CH:5]=[CH:6][CH:7]=1.O=P(Cl)(Cl)[Cl:21]. No catalyst specified. The product is [Cl:21][C:12]1[CH:11]=[C:10]([C:15]([F:18])([F:17])[F:16])[N:9]=[C:8]([C:4]2[CH:5]=[CH:6][CH:7]=[C:2]([Cl:1])[CH:3]=2)[N:13]=1. The yield is 0.870. (3) The reactants are Br[C:2]1[CH:7]=[CH:6][C:5]([C:8]([N:10]2[CH2:15][CH2:14][O:13][CH2:12][CH2:11]2)=[O:9])=[C:4]([O:16][CH3:17])[CH:3]=1.[B:18]1([B:18]2[O:22][C:21]([CH3:24])([CH3:23])[C:20]([CH3:26])([CH3:25])[O:19]2)[O:22][C:21]([CH3:24])([CH3:23])[C:20]([CH3:26])([CH3:25])[O:19]1.CC([O-])=O.[K+]. The catalyst is O1CCOCC1.CCOC(C)=O.C1C=CC(P(C2C=CC=CC=2)[C-]2C=CC=C2)=CC=1.C1C=CC(P(C2C=CC=CC=2)[C-]2C=CC=C2)=CC=1.[Fe+2]. The product is [CH3:17][O:16][C:4]1[CH:3]=[C:2]([B:18]2[O:22][C:21]([CH3:24])([CH3:23])[C:20]([CH3:26])([CH3:25])[O:19]2)[CH:7]=[CH:6][C:5]=1[C:8]([N:10]1[CH2:15][CH2:14][O:13][CH2:12][CH2:11]1)=[O:9]. The yield is 0.900. (4) The reactants are [Br-:1].[Br-].[Br-].C([N+](CCCC)(CCCC)CCCC)CCC.C([N+](CCCC)(CCCC)CCCC)CCC.C([N+](CCCC)(CCCC)CCCC)CCC.[CH:55]([C:58]1[CH:64]=[CH:63][CH:62]=[CH:61][C:59]=1[NH2:60])([CH3:57])[CH3:56]. No catalyst specified. The product is [Br:1][C:63]1[CH:62]=[CH:61][C:59]([NH2:60])=[C:58]([CH:55]([CH3:57])[CH3:56])[CH:64]=1. The yield is 0.570. (5) The reactants are C([BH3-])#N.[Na+].[Br:5][C:6]1[CH:7]=[CH:8][C:9]([F:34])=[C:10]([C:12]2([CH3:33])[CH2:17][C:16]3([CH2:22][CH2:21][CH2:20][CH2:19][CH:18]3I)[S:15][C:14]([NH:24][C:25](=[O:32])[C:26]3[CH:31]=[CH:30][CH:29]=[CH:28][CH:27]=3)=[N:13]2)[CH:11]=1.CC(O)=O. The catalyst is CO. The product is [Br:5][C:6]1[CH:7]=[CH:8][C:9]([F:34])=[C:10]([C:12]2([CH3:33])[CH2:17][C:16]3([CH2:22][CH2:21][CH2:20][CH2:19][CH2:18]3)[S:15][C:14]([NH:24][C:25](=[O:32])[C:26]3[CH:27]=[CH:28][CH:29]=[CH:30][CH:31]=3)=[N:13]2)[CH:11]=1. The yield is 0.759. (6) The reactants are CN(C=O)C.[CH:6]1([OH:11])[CH2:10][CH2:9][CH2:8][CH2:7]1.[H-].[Na+].Cl[C:15]1[CH:16]=[C:17]([N:24]([CH2:32][CH:33]([CH3:35])[CH3:34])[C:25](=[O:31])[O:26][C:27]([CH3:30])([CH3:29])[CH3:28])[C:18]2[N:19]([CH:21]=[N:22][N:23]=2)[N:20]=1. The catalyst is C(OCC)(=O)C.O. The product is [CH:6]1([O:11][C:15]2[CH:16]=[C:17]([N:24]([CH2:32][CH:33]([CH3:35])[CH3:34])[C:25](=[O:31])[O:26][C:27]([CH3:28])([CH3:29])[CH3:30])[C:18]3[N:19]([CH:21]=[N:22][N:23]=3)[N:20]=2)[CH2:10][CH2:9][CH2:8][CH2:7]1. The yield is 0.620. (7) The reactants are [CH2:1]([O:3][CH2:4][O:5][C:6]1[CH:11]=[C:10]([O:12][CH2:13][O:14][CH2:15][CH3:16])[CH:9]=[CH:8][C:7]=1[O:17][CH3:18])[CH3:2].[Li][CH2:20]CCC.CI. The catalyst is C1COCC1. The product is [CH2:15]([O:14][CH2:13][O:12][C:10]1[CH:9]=[CH:8][C:7]([O:17][CH3:18])=[C:6]([O:5][CH2:4][O:3][CH2:1][CH3:2])[C:11]=1[CH3:20])[CH3:16]. The yield is 0.530. (8) The reactants are [N:1]1([C:5]2[CH:10]=[C:9]([Cl:11])[N:8]=[C:7](SC)[N:6]=2)[CH2:4][CH2:3][CH2:2]1.Cl[C:15]1C=CC=C(C(OO)=O)C=1.[S:25]([O-:28])([O-])=[O:26].[Na+].[Na+]. The catalyst is ClCCl. The product is [N:1]1([C:5]2[CH:10]=[C:9]([Cl:11])[N:8]=[C:7]([S:25]([CH3:15])(=[O:28])=[O:26])[N:6]=2)[CH2:4][CH2:3][CH2:2]1. The yield is 0.520. (9) The yield is 0.910. The reactants are [CH:1]1[CH:6]=[CH:5][CH:4]=[CH:3][CH:2]=1.[CH3:7]O.[Si]([CH:13]=[N+:14]=[N-])(C)(C)C.[C:16]([OH:22])([C:18](F)(F)F)=[O:17].[CH3:23][C:24](O)=O. The product is [NH2:14][C:13]1[CH:24]=[CH:23][C:2]2[CH2:3][CH2:4][CH2:5][CH2:6][C:1]=2[C:18]=1[C:16]([O:22][CH3:7])=[O:17]. The catalyst is O=[Pt]=O.C(Cl)Cl. (10) The reactants are [F:1][C:2]([F:16])([F:15])[C:3]1[CH:8]=[C:7]([C:9]([F:12])([F:11])[F:10])[CH:6]=[C:5]([NH2:13])[C:4]=1[NH2:14].[C:17]([O:21][C:22]([N:24]1[CH2:27][CH:26]([CH2:28][C:29](O)=[O:30])[CH2:25]1)=[O:23])([CH3:20])([CH3:19])[CH3:18].CN(C(ON1N=NC2C=CC=NC1=2)=[N+](C)C)C.F[P-](F)(F)(F)(F)F.C(N(CC)CC)C. The catalyst is ClCCl. The product is [NH2:14][C:4]1[C:3]([C:2]([F:15])([F:16])[F:1])=[CH:8][C:7]([C:9]([F:12])([F:11])[F:10])=[CH:6][C:5]=1[NH:13][C:29](=[O:30])[CH2:28][CH:26]1[CH2:27][N:24]([C:22]([O:21][C:17]([CH3:19])([CH3:18])[CH3:20])=[O:23])[CH2:25]1. The yield is 0.640.